Dataset: Reaction yield outcomes from USPTO patents with 853,638 reactions. Task: Predict the reaction yield, written as a fraction of the theoretical maximum amount of product (1.0 means a 100% yield; for example, 0.34 means a 34% yield). The reactants are [CH2:1]([N:8]([CH2:17][C:18]1[CH:23]=[CH:22][CH:21]=[CH:20][CH:19]=1)[C@H:9]1[CH2:14][CH2:13][NH:12][CH2:11][C@H:10]1[O:15][CH3:16])[C:2]1[CH:7]=[CH:6][CH:5]=[CH:4][CH:3]=1.Br[CH:25]([OH:27])[CH3:26].C(N(CC)C(C)C)(C)C.C(OC(N[C@@H]1CCN(CCO)C[C@@H]1C(OC)=O)=O)C1C=CC=CC=1. The catalyst is ClCCl.CO. The product is [CH2:17]([N:8]([CH2:1][C:2]1[CH:3]=[CH:4][CH:5]=[CH:6][CH:7]=1)[C@H:9]1[CH2:14][CH2:13][N:12]([CH2:26][CH2:25][OH:27])[CH2:11][C@H:10]1[O:15][CH3:16])[C:18]1[CH:23]=[CH:22][CH:21]=[CH:20][CH:19]=1. The yield is 0.680.